This data is from Experimentally validated miRNA-target interactions with 360,000+ pairs, plus equal number of negative samples. The task is: Binary Classification. Given a miRNA mature sequence and a target amino acid sequence, predict their likelihood of interaction. (1) The miRNA is hsa-miR-1537-5p with sequence AGCUGUAAUUAGUCAGUUUUCU. The protein sequence of the target gene is MAGWWPALSRAARRHPWPTNVLLYGSLVSAGDALQQRLQGREANWRQTRRVATLVVTFHANFNYVWLRLLERALPGRAPHALLAKLLCDQVVGAPIAVSAFYVGMSILQGKDDIFLDLKQKFWNTYLSGLMYWPFVQLTNFSLVPVQWRTAYAGVCGFLWATFICFSQQSGDGTFKSAFTILYTKGTSATEGYPKK. Result: 1 (interaction). (2) The miRNA is hsa-miR-150-5p with sequence UCUCCCAACCCUUGUACCAGUG. The protein sequence of the target gene is MGGGDLNLKKSWHPQTLRNVEKVWKAEQKHEAERKKIEELQRELREERAREEMQRYAEDVGAVKKKEEKLDWMYQGPGGMVNRDEYLLGRPIDKYVFEKMEEKEAGCSSETGLLPGSIFAPSGANSLLDMASKIREDPLFIIRKKEEEKKREVLNNPVKMKKIKELLQMSLEKKEKKKKKEKKKKHKKHKHRSSSSDRSSSEDEHSAGRSQKKMANSSPVLSKVPGYGLQVRNSDRNQGLQGPLTAEQKRGHGMKNHSRSRSSSHSPPRHASKKSTREAGSRDRRSRSLGRRSRSPRPSK.... Result: 1 (interaction).